From a dataset of Forward reaction prediction with 1.9M reactions from USPTO patents (1976-2016). Predict the product of the given reaction. The product is: [NH2:1][C:2]1[C:7]([C:8]#[N:9])=[C:6]([NH:24][CH:22]([C:17]2[C:16]([C:25]3[CH:30]=[CH:29][CH:28]=[CH:27][N:26]=3)=[C:15]([C:31]3[O:32][C:33]([CH3:36])=[N:34][N:35]=3)[C:14]3[C:19](=[CH:20][CH:21]=[C:12]([F:11])[CH:13]=3)[N:18]=2)[CH3:23])[N:5]=[CH:4][N:3]=1. Given the reactants [NH2:1][C:2]1[C:7]([C:8]#[N:9])=[C:6](Cl)[N:5]=[CH:4][N:3]=1.[F:11][C:12]1[CH:13]=[C:14]2[C:19](=[CH:20][CH:21]=1)[N:18]=[C:17]([CH:22]([NH2:24])[CH3:23])[C:16]([C:25]1[CH:30]=[CH:29][CH:28]=[CH:27][N:26]=1)=[C:15]2[C:31]1[O:32][C:33]([CH3:36])=[N:34][N:35]=1.C(N(CC)C(C)C)(C)C, predict the reaction product.